Dataset: Forward reaction prediction with 1.9M reactions from USPTO patents (1976-2016). Task: Predict the product of the given reaction. (1) Given the reactants C([O:3][C:4](=[O:17])[CH2:5][CH:6]1[CH2:14][C:13]2[C:8](=[CH:9][C:10]([Br:15])=[CH:11][CH:12]=2)[C:7]1=[O:16])C.C(NB)(C)(C)C.[OH-].[Na+], predict the reaction product. The product is: [Br:15][C:10]1[CH:9]=[C:8]2[C:13]([CH2:14][CH:6]([CH2:5][C:4]([OH:17])=[O:3])[CH:7]2[OH:16])=[CH:12][CH:11]=1. (2) The product is: [CH3:22][C:21]([NH:13][CH2:12][CH2:11][C:8]1[C:4]2[CH:5]=[C:6]([OH:7])[CH:1]=[CH:2][C:3]=2[NH:10][CH:9]=1)=[O:23]. Given the reactants [CH:1]1[C:6]([OH:7])=[CH:5][C:4]2[C:8]([CH2:11][CH2:12][NH2:13])=[CH:9][NH:10][C:3]=2[CH:2]=1.Cl.N1C=CC=CC=1.[C:21](OC(=O)C)(=[O:23])[CH3:22].[OH-].[Na+], predict the reaction product. (3) Given the reactants [CH3:1][C@H:2]1[CH2:11][C@@H:10]([NH:12][C:13]([O:15][CH:16]([CH3:18])[CH3:17])=[O:14])[C:9]2[C:4](=[CH:5][CH:6]=[C:7]([N:19]3[CH:23]=[C:22]([C:24]([O:26][CH2:27][CH3:28])=[O:25])[N:21]=[CH:20]3)[CH:8]=2)[NH:3]1.[C:29](OC(=O)C)(=[O:31])[CH3:30], predict the reaction product. The product is: [C:29]([N:3]1[C:4]2[C:9](=[CH:8][C:7]([N:19]3[CH:23]=[C:22]([C:24]([O:26][CH2:27][CH3:28])=[O:25])[N:21]=[CH:20]3)=[CH:6][CH:5]=2)[C@H:10]([NH:12][C:13]([O:15][CH:16]([CH3:17])[CH3:18])=[O:14])[CH2:11][C@@H:2]1[CH3:1])(=[O:31])[CH3:30]. (4) Given the reactants C(OC([N:6]1[C:35]2[C:30](=[CH:31][CH:32]=[C:33]([Cl:36])[CH:34]=2)[C@@:8]2([C@H:13]([C:14]3[CH:19]=[CH:18][CH:17]=[C:16]([Cl:20])[CH:15]=3)[CH2:12][C:11](=[O:21])[NH:10][C@@H:9]2[C:22]2[C:27]([CH3:28])=[CH:26][CH:25]=[CH:24][C:23]=2[CH3:29])[C:7]1=[O:37])=O)C.[OH-].[Na+], predict the reaction product. The product is: [Cl:36][C:33]1[CH:34]=[C:35]2[NH:6][C:7](=[O:37])[C:8]3([CH:13]([C:14]4[CH:19]=[CH:18][CH:17]=[C:16]([Cl:20])[CH:15]=4)[CH2:12][C:11](=[O:21])[NH:10][CH:9]3[C:22]3[C:23]([CH3:29])=[CH:24][CH:25]=[CH:26][C:27]=3[CH3:28])[C:30]2=[CH:31][CH:32]=1. (5) Given the reactants Br[C:2]1[CH:7]=[CH:6][C:5]([C:8]2[O:12][N:11]=[C:10]([CH3:13])[C:9]=2[NH:14][C:15](=[O:21])[N:16]([CH:18]([CH3:20])[CH3:19])[CH3:17])=[CH:4][CH:3]=1.[CH2:22]([O:24][C:25]([C:27]1([C:30]2[CH:35]=[CH:34][C:33](B3OC(C)(C)C(C)(C)O3)=[CH:32][CH:31]=2)[CH2:29][CH2:28]1)=[O:26])[CH3:23], predict the reaction product. The product is: [CH2:22]([O:24][C:25]([C:27]1([C:30]2[CH:35]=[CH:34][C:33]([C:2]3[CH:7]=[CH:6][C:5]([C:8]4[O:12][N:11]=[C:10]([CH3:13])[C:9]=4[NH:14][C:15]([N:16]([CH:18]([CH3:20])[CH3:19])[CH3:17])=[O:21])=[CH:4][CH:3]=3)=[CH:32][CH:31]=2)[CH2:28][CH2:29]1)=[O:26])[CH3:23].